The task is: Regression. Given a peptide amino acid sequence and an MHC pseudo amino acid sequence, predict their binding affinity value. This is MHC class I binding data.. This data is from Peptide-MHC class I binding affinity with 185,985 pairs from IEDB/IMGT. (1) The peptide sequence is VAASSLLYK. The MHC is HLA-A02:01 with pseudo-sequence HLA-A02:01. The binding affinity (normalized) is 0. (2) The peptide sequence is KEISNMLSI. The MHC is HLA-B44:02 with pseudo-sequence HLA-B44:02. The binding affinity (normalized) is 0.691.